This data is from Full USPTO retrosynthesis dataset with 1.9M reactions from patents (1976-2016). The task is: Predict the reactants needed to synthesize the given product. (1) Given the product [C:1]([C:5]1[N:10]=[C:9]([O:11][C:12]2[C:17]([CH3:18])=[CH:16][C:15]([CH3:19])=[CH:14][C:13]=2[CH3:20])[C:8]([C:21]([NH:23][S:24]([C:27]2[CH:32]=[CH:31][CH:30]=[CH:29][C:28]=2[OH:33])(=[O:26])=[O:25])=[O:22])=[CH:7][CH:6]=1)([CH3:4])([CH3:2])[CH3:3], predict the reactants needed to synthesize it. The reactants are: [C:1]([C:5]1[N:10]=[C:9]([O:11][C:12]2[C:17]([CH3:18])=[CH:16][C:15]([CH3:19])=[CH:14][C:13]=2[CH3:20])[C:8]([C:21]([NH:23][S:24]([C:27]2[CH:32]=[CH:31][CH:30]=[CH:29][C:28]=2[O:33]C)(=[O:26])=[O:25])=[O:22])=[CH:7][CH:6]=1)([CH3:4])([CH3:3])[CH3:2].B(Br)(Br)Br. (2) Given the product [Cl:12][C:13]1[N:18]=[C:17]([N:5]([CH2:4][CH:1]2[CH2:3][CH2:2]2)[S:6]([CH3:9])(=[O:8])=[O:7])[CH:16]=[CH:15][N:14]=1, predict the reactants needed to synthesize it. The reactants are: [CH:1]1([CH2:4][NH:5][S:6]([CH3:9])(=[O:8])=[O:7])[CH2:3][CH2:2]1.[H-].[Na+].[Cl:12][C:13]1[N:18]=[C:17](Cl)[CH:16]=[CH:15][N:14]=1.[NH4+].[Cl-]. (3) Given the product [Br:1][C:2]1[CH:3]=[CH:4][C:5]([CH:8]([CH3:14])[C:9]([O:11][CH3:12])=[O:10])=[CH:6][CH:7]=1, predict the reactants needed to synthesize it. The reactants are: [Br:1][C:2]1[CH:7]=[CH:6][C:5]([CH2:8][C:9]([O:11][CH3:12])=[O:10])=[CH:4][CH:3]=1.[Li+].[CH3:14]C([N-]C(C)C)C.IC. (4) Given the product [CH2:52]([N:29]([CH2:27][CH3:28])[C:30](=[O:51])[C:31]1[CH:32]=[CH:33][C:34]([N:37]([CH2:44][C:45]2[CH:46]=[CH:47][CH:48]=[CH:49][CH:50]=2)[CH:38]2[CH2:43][CH2:42][N:41]([CH:5]([CH3:6])[CH3:4])[CH2:40][CH2:39]2)=[CH:35][CH:36]=1)[CH3:53], predict the reactants needed to synthesize it. The reactants are: C(N(CC)[C:4](=O)[C:5]1C=CC(N(C2C=CC=CC=2)C2CCNCC2)=C[CH:6]=1)C.[CH2:27]([N:29]([CH2:52][CH3:53])[C:30](=[O:51])[C:31]1[CH:36]=[CH:35][C:34]([N:37]([CH2:44][C:45]2[CH:50]=[CH:49][CH:48]=[CH:47][CH:46]=2)[CH:38]2[CH2:43][CH2:42][NH:41][CH2:40][CH2:39]2)=[CH:33][CH:32]=1)[CH3:28].CC(C)=O.C(O)(=O)C.C(O[BH-](OC(=O)C)OC(=O)C)(=O)C.[Na+].[OH-].[Na+]. (5) Given the product [CH3:1][C:2]1([CH3:28])[O:3][CH2:4][CH:5]([CH2:8][O:9][C:10]2[CH:15]=[CH:14][N:13]=[C:12]([CH2:16][S:17]([C:18]3[NH:19][C:20]4[CH:26]=[CH:25][CH:24]=[CH:23][C:21]=4[N:22]=3)=[O:37])[C:11]=2[CH3:27])[CH2:6][O:7]1, predict the reactants needed to synthesize it. The reactants are: [CH3:1][C:2]1([CH3:28])[O:7][CH2:6][CH:5]([CH2:8][O:9][C:10]2[CH:15]=[CH:14][N:13]=[C:12]([CH2:16][S:17][C:18]3[NH:22][C:21]4[CH:23]=[CH:24][CH:25]=[CH:26][C:20]=4[N:19]=3)[C:11]=2[CH3:27])[CH2:4][O:3]1.ClC1C=CC=C(C(OO)=[O:37])C=1.C(=O)([O-])O.[Na+]. (6) Given the product [C:1]([C:3]1[C:4]([N:11]([CH3:15])[C:12](=[O:14])[CH3:13])=[N:5][C:6]([S:9][CH3:10])=[N:7][CH:8]=1)#[N:2], predict the reactants needed to synthesize it. The reactants are: [C:1]([C:3]1[C:4]([NH:11][C:12](=[O:14])[CH3:13])=[N:5][C:6]([S:9][CH3:10])=[N:7][CH:8]=1)#[N:2].[CH3:15]I.[H-].[Na+].